Task: Predict the reactants needed to synthesize the given product.. Dataset: Full USPTO retrosynthesis dataset with 1.9M reactions from patents (1976-2016) (1) The reactants are: Br[C:2]1[CH:3]=[C:4]([C:9]2[N:10]=[C:11]([C:15]3[CH:20]=[CH:19][C:18]([O:21][CH3:22])=[CH:17][CH:16]=3)[N:12]=[N:13][CH:14]=2)[CH:5]=[CH:6][C:7]=1[F:8].[F:23][C:24]1[C:25]([Sn](C)(C)C)=[N:26][CH:27]=[C:28]([F:30])[CH:29]=1. Given the product [F:23][C:24]1[C:25]([C:2]2[CH:3]=[C:4]([C:9]3[N:10]=[C:11]([C:15]4[CH:20]=[CH:19][C:18]([O:21][CH3:22])=[CH:17][CH:16]=4)[N:12]=[N:13][CH:14]=3)[CH:5]=[CH:6][C:7]=2[F:8])=[N:26][CH:27]=[C:28]([F:30])[CH:29]=1, predict the reactants needed to synthesize it. (2) Given the product [CH3:25][O:24][CH2:23][NH:8][S:9]([C:12]1[CH:17]=[CH:16][CH:15]=[C:14]([C:19]([F:22])([F:20])[F:21])[CH:13]=1)(=[O:11])=[O:10], predict the reactants needed to synthesize it. The reactants are: BrC1C([N:8]([CH2:23][O:24][CH3:25])[S:9]([C:12]2[CH:17]=[CH:16][C:15](Cl)=[C:14]([C:19]([F:22])([F:21])[F:20])[CH:13]=2)(=[O:11])=[O:10])=CC(C)=CN=1.C([Mg]Cl)(C)C.ClC1C=CC=CC=1C=O. (3) Given the product [CH3:22][C:23]1([CH3:30])[CH2:28][CH2:27][CH:26]([NH:29][C:2]2[C:11]3[C:6](=[C:7]([N+:12]([O-:14])=[O:13])[CH:8]=[CH:9][CH:10]=3)[N:5]=[CH:4][N:3]=2)[CH2:25][CH2:24]1, predict the reactants needed to synthesize it. The reactants are: Cl[C:2]1[C:11]2[C:6](=[C:7]([N+:12]([O-:14])=[O:13])[CH:8]=[CH:9][CH:10]=2)[N:5]=[CH:4][N:3]=1.C([O-])([O-])=O.[K+].[K+].Cl.[CH3:22][C:23]1([CH3:30])[CH2:28][CH2:27][CH:26]([NH2:29])[CH2:25][CH2:24]1.O. (4) Given the product [NH2:1][C:4]1[CH:5]=[C:6]([CH:16]=[CH:17][CH:18]=1)[C:7]([NH:9][C:10]1[CH:15]=[CH:14][CH:13]=[CH:12][CH:11]=1)=[O:8], predict the reactants needed to synthesize it. The reactants are: [N+:1]([C:4]1[CH:5]=[C:6]([CH:16]=[CH:17][CH:18]=1)[C:7]([NH:9][C:10]1[CH:15]=[CH:14][CH:13]=[CH:12][CH:11]=1)=[O:8])([O-])=O. (5) Given the product [CH3:28][C:7]1[CH:8]=[C:9]([C:13]2[NH:22][C:21](=[O:23])[C:20]3[C:15](=[CH:16][C:17]([O:26][CH3:27])=[CH:18][C:19]=3[O:24][CH3:25])[N:14]=2)[CH:10]=[C:11]([CH3:12])[C:6]=1[O:5][CH2:4][CH2:3][CH2:2][N:29]1[CH2:33][CH2:32][CH2:31][CH2:30]1, predict the reactants needed to synthesize it. The reactants are: Br[CH2:2][CH2:3][CH2:4][O:5][C:6]1[C:11]([CH3:12])=[CH:10][C:9]([C:13]2[NH:22][C:21](=[O:23])[C:20]3[C:15](=[CH:16][C:17]([O:26][CH3:27])=[CH:18][C:19]=3[O:24][CH3:25])[N:14]=2)=[CH:8][C:7]=1[CH3:28].[NH:29]1[CH2:33][CH2:32][CH2:31][CH2:30]1.O.